This data is from Forward reaction prediction with 1.9M reactions from USPTO patents (1976-2016). The task is: Predict the product of the given reaction. Given the reactants C[O:2][C:3]([C:5]1[C:6]([CH3:18])=[N:7][O:8][C:9]=1[C:10]1[CH:15]=[CH:14][C:13]([Br:16])=[C:12]([CH3:17])[CH:11]=1)=[O:4].[Li+].[OH-], predict the reaction product. The product is: [Br:16][C:13]1[CH:14]=[CH:15][C:10]([C:9]2[O:8][N:7]=[C:6]([CH3:18])[C:5]=2[C:3]([OH:4])=[O:2])=[CH:11][C:12]=1[CH3:17].